This data is from Full USPTO retrosynthesis dataset with 1.9M reactions from patents (1976-2016). The task is: Predict the reactants needed to synthesize the given product. (1) Given the product [F:31][C:32]([F:37])([F:36])[C:33]([OH:35])=[O:34].[CH:1]1([C:4]2[N:13]=[C:12]([N:14]3[CH2:15][CH2:16][NH:17][CH2:18][CH2:19]3)[C:11]3[C:6](=[CH:7][C:8]([O:29][CH3:30])=[C:9]([O:27][CH3:28])[CH:10]=3)[N:5]=2)[CH2:3][CH2:2]1, predict the reactants needed to synthesize it. The reactants are: [CH:1]1([C:4]2[N:13]=[C:12]([N:14]3[CH2:19][CH2:18][N:17](C(OC(C)(C)C)=O)[CH2:16][CH2:15]3)[C:11]3[C:6](=[CH:7][C:8]([O:29][CH3:30])=[C:9]([O:27][CH3:28])[CH:10]=3)[N:5]=2)[CH2:3][CH2:2]1.[F:31][C:32]([F:37])([F:36])[C:33]([OH:35])=[O:34]. (2) The reactants are: [Cl:1][C:2]1[C:7]2=[C:8]([CH3:11])[CH:9]=[CH:10][N:6]2[N:5]=[CH:4][N:3]=1.CC(N=NC(C#N)(C)C)(C#N)C.C1C(=O)N([Br:31])C(=O)C1. Given the product [Br:31][CH2:11][C:8]1[CH:9]=[CH:10][N:6]2[C:7]=1[C:2]([Cl:1])=[N:3][CH:4]=[N:5]2, predict the reactants needed to synthesize it. (3) Given the product [C:1]([O:5][C:6]([NH:8][C:9]1[CH:10]=[CH:11][C:12]([CH2:15][CH2:16][CH2:17][O:18][C:19]2[CH:20]=[CH:21][C:22]([CH2:25][C@H:26]([O:32][CH2:33][CH3:34])[C:27]([OH:29])=[O:28])=[CH:23][CH:24]=2)=[CH:13][CH:14]=1)=[O:7])([CH3:3])([CH3:4])[CH3:2], predict the reactants needed to synthesize it. The reactants are: [C:1]([O:5][C:6]([NH:8][C:9]1[CH:14]=[CH:13][C:12]([CH2:15][CH2:16][CH2:17][O:18][C:19]2[CH:24]=[CH:23][C:22]([CH2:25][C@H:26]([O:32][CH2:33][CH3:34])[C:27]([O:29]CC)=[O:28])=[CH:21][CH:20]=2)=[CH:11][CH:10]=1)=[O:7])([CH3:4])([CH3:3])[CH3:2].[OH-].[Li+]. (4) Given the product [N:14]1[CH:19]=[CH:18][C:17]([N:1]2[C:9]3[C:4](=[CH:5][CH:6]=[CH:7][CH:8]=3)[C:3]([C:10]([O:12][CH3:13])=[O:11])=[CH:2]2)=[CH:16][CH:15]=1, predict the reactants needed to synthesize it. The reactants are: [NH:1]1[C:9]2[C:4](=[CH:5][CH:6]=[CH:7][CH:8]=2)[C:3]([C:10]([O:12][CH3:13])=[O:11])=[CH:2]1.[N:14]1[CH:19]=[CH:18][C:17](B(O)O)=[CH:16][CH:15]=1.N1C2C(=CC=C3C=2N=CC=C3)C=CC=1.C(N(CC)CC)C. (5) The reactants are: Cl.[N:2]1[CH:7]=[CH:6][CH:5]=[CH:4][C:3]=1[N:8]([CH2:32][CH2:33][C:34]([O:36][CH3:37])=[O:35])[C:9]([C:11]1[CH:31]=[CH:30][C:14]2[N:15]([CH3:29])[C:16]([CH2:18][NH:19][C:20]3[CH:25]=[CH:24][C:23]([C:26](=[NH:28])[NH2:27])=[CH:22][CH:21]=3)=[N:17][C:13]=2[CH:12]=1)=[O:10].Cl[C:39]([O:41][CH2:42][CH2:43][CH2:44][CH2:45][CH3:46])=[O:40]. Given the product [N:2]1[CH:7]=[CH:6][CH:5]=[CH:4][C:3]=1[N:8]([CH2:32][CH2:33][C:34]([O:36][CH3:37])=[O:35])[C:9]([C:11]1[CH:31]=[CH:30][C:14]2[N:15]([CH3:29])[C:16]([CH2:18][NH:19][C:20]3[CH:25]=[CH:24][C:23]([C:26](=[NH:27])[NH:28][C:39]([O:41][CH2:42][CH2:43][CH2:44][CH2:45][CH3:46])=[O:40])=[CH:22][CH:21]=3)=[N:17][C:13]=2[CH:12]=1)=[O:10], predict the reactants needed to synthesize it. (6) Given the product [Cl:8][C:9]1[CH:16]=[CH:15][CH:14]=[C:13]([F:17])[C:10]=1[C:11]1[N:1]=[C:2]2[CH:7]=[CH:6][CH:5]=[CH:4][N:3]2[C:19]=1[NH:18][C:20]1[CH:29]=[CH:28][C:23]2[O:24][CH2:25][CH2:26][O:27][C:22]=2[CH:21]=1, predict the reactants needed to synthesize it. The reactants are: [NH2:1][C:2]1[CH:7]=[CH:6][CH:5]=[CH:4][N:3]=1.[Cl:8][C:9]1[CH:16]=[CH:15][CH:14]=[C:13]([F:17])[C:10]=1[CH:11]=O.[N+:18]([C:20]1[CH:29]=[CH:28][C:23]2[O:24][CH2:25][CH2:26][O:27][C:22]=2[CH:21]=1)#[C-:19]. (7) Given the product [F:17][C:18]([F:23])([F:22])[C:19]([OH:21])=[O:20].[NH2:7][C@@H:8]1[CH2:13][CH2:12][CH2:11][C@H:10]([C:14]#[N:15])[CH2:9]1, predict the reactants needed to synthesize it. The reactants are: C(OC(=O)[NH:7][C@H:8]1[CH2:13][CH2:12][CH2:11][C@@H:10]([C:14]#[N:15])[CH2:9]1)(C)(C)C.[F:17][C:18]([F:23])([F:22])[C:19]([OH:21])=[O:20]. (8) Given the product [Br:1][C:2]1[C:3]([F:30])=[C:4]([CH:22]=[CH:23][CH:24]=1)[C:5]([NH:7][C:8]1[C:9]([F:21])=[C:10]([F:20])[C:11]([C:16]([F:18])([F:17])[F:19])=[C:12]([F:15])[C:13]=1[F:14])=[O:6], predict the reactants needed to synthesize it. The reactants are: [Br:1][C:2]1[CH:3]=[C:4]([CH:22]=[CH:23][CH:24]=1)[C:5]([NH:7][C:8]1[C:13]([F:14])=[C:12]([F:15])[C:11]([C:16]([F:19])([F:18])[F:17])=[C:10]([F:20])[C:9]=1[F:21])=[O:6].[O-]S(C(F)(F)[F:30])(=O)=O.F[N+]1C(C)=CC(C)=CC=1C.